From a dataset of Full USPTO retrosynthesis dataset with 1.9M reactions from patents (1976-2016). Predict the reactants needed to synthesize the given product. Given the product [CH2:7]([O:6][P:4]([N:9]1[CH2:10][CH2:11][N:12]([S:35]([C:38]2[CH:43]=[CH:42][CH:41]=[CH:40][C:39]=2[N+:44]([O-:46])=[O:45])(=[O:37])=[O:36])[CH2:13][CH2:14][CH2:15][CH2:16][CH2:17][CH2:18][CH2:19][NH:20][CH2:21][CH2:22]1)([O:3][CH2:1][CH3:2])=[O:5])[CH3:8], predict the reactants needed to synthesize it. The reactants are: [CH2:1]([O:3][P:4]([N:9]1[CH2:22][CH2:21][N:20](S(C2C=CC=CC=2[N+]([O-])=O)(=O)=O)[CH2:19][CH2:18][CH2:17][CH2:16][CH2:15][CH2:14][CH2:13][N:12]([S:35]([C:38]2[CH:43]=[CH:42][CH:41]=[CH:40][C:39]=2[N+:44]([O-:46])=[O:45])(=[O:37])=[O:36])[CH2:11][CH2:10]1)([O:6][CH2:7][CH3:8])=[O:5])[CH3:2].C([O-])([O-])=O.[K+].[K+].C1(S)C=CC=CC=1.